The task is: Predict the product of the given reaction.. This data is from Forward reaction prediction with 1.9M reactions from USPTO patents (1976-2016). (1) Given the reactants [C:1]([O:5][C:6](=[O:32])[CH2:7][C@H:8]([NH2:31])[CH2:9][CH2:10][C:11]1[CH:16]=[CH:15][C:14]([C:17]2[CH:22]=[CH:21][C:20]([O:23][CH2:24][CH2:25][CH2:26][CH2:27][CH2:28][CH2:29][CH3:30])=[CH:19][CH:18]=2)=[CH:13][CH:12]=1)([CH3:4])([CH3:3])[CH3:2].C([O-])([O-])=O.[Na+].[Na+].[C:39](Cl)([O:41][CH2:42][CH:43]1[C:55]2[C:50](=[CH:51][CH:52]=[CH:53][CH:54]=2)[C:49]2[C:44]1=[CH:45][CH:46]=[CH:47][CH:48]=2)=[O:40], predict the reaction product. The product is: [C:1]([O:5][C:6](=[O:32])[CH2:7][C@H:8]([NH:31][C:39]([O:41][CH2:42][CH:43]1[C:44]2[CH:45]=[CH:46][CH:47]=[CH:48][C:49]=2[C:50]2[C:55]1=[CH:54][CH:53]=[CH:52][CH:51]=2)=[O:40])[CH2:9][CH2:10][C:11]1[CH:16]=[CH:15][C:14]([C:17]2[CH:22]=[CH:21][C:20]([O:23][CH2:24][CH2:25][CH2:26][CH2:27][CH2:28][CH2:29][CH3:30])=[CH:19][CH:18]=2)=[CH:13][CH:12]=1)([CH3:2])([CH3:4])[CH3:3]. (2) Given the reactants [Br:1][C:2]1[CH:3]=[CH:4][C:5]([CH2:8][CH2:9][CH2:10][OH:11])=[N:6][CH:7]=1.[Br-].[Na+].CC1(C)N([O])C(C)(C)CCC1.ClN1C(=[O:32])N(Cl)C(=O)N(Cl)C1=O.C(=O)(O)[O-].[Na+], predict the reaction product. The product is: [Br:1][C:2]1[CH:3]=[CH:4][C:5]([CH2:8][CH2:9][C:10]([OH:32])=[O:11])=[N:6][CH:7]=1. (3) Given the reactants [CH2:1]([O:3][C:4]([C:6]1[N:7]=[N:8][N:9]([CH2:12][C:13]2[CH:18]=[CH:17][C:16]([O:19][CH3:20])=[CH:15][CH:14]=2)[C:10]=1[OH:11])=[O:5])[CH3:2].Cl[C:22]([F:29])([F:28])C(OCC)=O, predict the reaction product. The product is: [CH2:1]([O:3][C:4]([C:6]1[N:7]=[N:8][N:9]([CH2:12][C:13]2[CH:14]=[CH:15][C:16]([O:19][CH3:20])=[CH:17][CH:18]=2)[C:10]=1[O:11][CH:22]([F:29])[F:28])=[O:5])[CH3:2]. (4) Given the reactants [CH:1]1([C:4]2[O:8][C:7]([CH2:9][O:10][CH3:11])=[N:6][C:5]=2[CH2:12][C:13]([O:15]CC)=[O:14])[CH2:3][CH2:2]1.Cl, predict the reaction product. The product is: [CH:1]1([C:4]2[O:8][C:7]([CH2:9][O:10][CH3:11])=[N:6][C:5]=2[CH2:12][C:13]([OH:15])=[O:14])[CH2:2][CH2:3]1. (5) Given the reactants [C:1]1([C:7]2([C:12]([OH:14])=O)[CH2:11][CH2:10][CH2:9][CH2:8]2)[CH:6]=[CH:5][CH:4]=[CH:3][CH:2]=1.[F:15][C:16]([F:34])([F:33])[C:17]1[CH:18]=[C:19]([CH:30]=[CH:31][CH:32]=1)[CH2:20][N:21]1[CH2:25][C@H:24]2[C@@H:26]([NH2:29])[CH2:27][CH2:28][C@H:23]2[CH2:22]1.[CH2:35](N1C[C@H]2C(N)CC[C@H]2C1)[C:36]1C=CC=CC=1, predict the reaction product. The product is: [C:11]1([CH:7]([C:1]2[CH:2]=[CH:3][CH:4]=[CH:5][CH:6]=2)[C:12]([NH:29][C@@H:26]2[C@H:24]3[C@H:23]([CH2:22][N:21]([CH2:20][C:19]4[CH:30]=[CH:31][CH:32]=[C:17]([C:16]([F:33])([F:15])[F:34])[CH:18]=4)[CH2:25]3)[CH2:28][CH2:27]2)=[O:14])[CH:10]=[CH:9][CH:8]=[CH:36][CH:35]=1. (6) Given the reactants [C:1]([C:4]1[C:12]2[C:7](=[CH:8][CH:9]=[C:10]([C:13]([O:15]C)=[O:14])[CH:11]=2)[N:6]([CH2:17][C:18]([OH:20])=O)[CH:5]=1)(=[O:3])[CH3:2].Cl.[Cl:22][C:23]1[CH:28]=[CH:27][CH:26]=[CH:25][C:24]=1[C:29]1[CH:34]=[CH:33][CH:32]=[C:31]([NH:35][C:36]([C@@H:38]2[CH2:42][C@@H:41]([F:43])[CH2:40][NH:39]2)=[O:37])[C:30]=1[F:44], predict the reaction product. The product is: [C:1]([C:4]1[C:12]2[C:7](=[CH:8][CH:9]=[C:10]([C:13]([OH:15])=[O:14])[CH:11]=2)[N:6]([CH2:17][C:18]([N:39]2[CH2:40][C@H:41]([F:43])[CH2:42][C@H:38]2[C:36](=[O:37])[NH:35][C:31]2[C:30]([F:44])=[C:29]([C:24]3[CH:25]=[CH:26][CH:27]=[CH:28][C:23]=3[Cl:22])[CH:34]=[CH:33][CH:32]=2)=[O:20])[CH:5]=1)(=[O:3])[CH3:2].